Dataset: Forward reaction prediction with 1.9M reactions from USPTO patents (1976-2016). Task: Predict the product of the given reaction. (1) Given the reactants F[C:2]1[CH:7]=[CH:6][CH:5]=[CH:4][C:3]=1[N+:8]([O-:10])=[O:9].[CH:11]([NH2:14])([CH3:13])[CH3:12].CCN(C(C)C)C(C)C, predict the reaction product. The product is: [N+:8]([C:3]1[CH:4]=[CH:5][CH:6]=[CH:7][C:2]=1[NH:14][CH:11]([CH3:13])[CH3:12])([O-:10])=[O:9]. (2) Given the reactants Br[C:2]1[CH:15]=[CH:14][C:5]([O:6][Si:7]([C:10]([CH3:13])([CH3:12])[CH3:11])([CH3:9])[CH3:8])=[CH:4][CH:3]=1.[O:16]1[C:20]2([CH2:25][CH2:24][C:23](=[O:26])[CH2:22][CH2:21]2)[O:19][CH2:18][CH2:17]1, predict the reaction product. The product is: [C:10]([Si:7]([CH3:9])([CH3:8])[O:6][C:5]1[CH:14]=[CH:15][C:2]([C:23]2([OH:26])[CH2:24][CH2:25][C:20]3([O:19][CH2:18][CH2:17][O:16]3)[CH2:21][CH2:22]2)=[CH:3][CH:4]=1)([CH3:13])([CH3:12])[CH3:11]. (3) Given the reactants O[C:2]1[CH:7]=[C:6](O)[C:5](O)=[CH:4][C:3]=1O.[NH2:11][C:12]1[CH:17]=[CH:16][CH:15]=[CH:14][C:13]=1[NH2:18], predict the reaction product. The product is: [CH:7]1[C:6]2[NH:18][C:13]3[C:12](=[CH:17][C:16]4[NH:11][C:12]5[C:13]([NH:18][C:15]=4[CH:14]=3)=[CH:14][CH:15]=[CH:16][CH:17]=5)[NH:11][C:5]=2[CH:4]=[CH:3][CH:2]=1. (4) Given the reactants [Cl:1][C:2]1[CH:7]=[C:6]([CH:8]([F:10])[F:9])[CH:5]=[CH:4][N:3]=1.[Cl:11]N1C(=O)N(Cl)C(=O)N(Cl)C1=O, predict the reaction product. The product is: [Cl:1][C:2]1[CH:7]=[C:6]([C:8]([Cl:11])([F:10])[F:9])[CH:5]=[CH:4][N:3]=1. (5) Given the reactants [NH:1]1[C:9]2[C:4](=[CH:5][CH:6]=[CH:7][CH:8]=2)[C:3]([C:10]([OH:12])=O)=[CH:2]1.S(Cl)(Cl)=O.O.[NH2:18][NH2:19], predict the reaction product. The product is: [NH:1]1[C:9]2[C:4](=[CH:5][CH:6]=[CH:7][CH:8]=2)[C:3]([C:10]([NH:18][NH2:19])=[O:12])=[CH:2]1.